This data is from Catalyst prediction with 721,799 reactions and 888 catalyst types from USPTO. The task is: Predict which catalyst facilitates the given reaction. Reactant: Br[CH2:2][C:3]1[C:12]2[C:7](=[CH:8][CH:9]=[CH:10][CH:11]=2)[N:6]=[C:5](Cl)[CH:4]=1.C([N:16](CC)CC)C.C(=O)(O)[O-].[Na+].[CH3:26][N:27]1[CH2:32][CH2:31][NH:30][CH2:29][CH2:28]1. Product: [CH3:26][N:27]1[CH2:32][CH2:31][N:30]([CH2:2][C:3]2[C:12]3[C:7](=[CH:8][CH:9]=[CH:10][CH:11]=3)[N:6]=[C:5]([NH2:16])[CH:4]=2)[CH2:29][CH2:28]1. The catalyst class is: 10.